Predict which catalyst facilitates the given reaction. From a dataset of Catalyst prediction with 721,799 reactions and 888 catalyst types from USPTO. (1) Reactant: [NH2:1][C:2]1[N:7]=[C:6]([S:8]([NH:11][C:12]([C:14]2[C:15]([N:32]3[CH2:36][C@@H:35]([CH3:37])[CH2:34][C:33]3([CH3:39])[CH3:38])=[N:16][C:17]([C:20]3[CH:25]=[C:24]([O:26][CH2:27][CH:28]([CH3:30])[CH3:29])[CH:23]=[C:22]([F:31])[CH:21]=3)=[CH:18][CH:19]=2)=[O:13])(=[O:10])=[O:9])[CH:5]=[CH:4][CH:3]=1.[C:40]([O-])([O-])=O.[Cs+].[Cs+].O. Product: [NH2:1][C:2]1[N:7]=[C:6]([S:8]([N:11]([CH3:40])[C:12]([C:14]2[C:15]([N:32]3[CH2:36][C@@H:35]([CH3:37])[CH2:34][C:33]3([CH3:39])[CH3:38])=[N:16][C:17]([C:20]3[CH:25]=[C:24]([O:26][CH2:27][CH:28]([CH3:30])[CH3:29])[CH:23]=[C:22]([F:31])[CH:21]=3)=[CH:18][CH:19]=2)=[O:13])(=[O:9])=[O:10])[CH:5]=[CH:4][CH:3]=1. The catalyst class is: 3. (2) Reactant: Cl[C:2]1[C:7]([C:8]2[CH:13]=[CH:12][CH:11]=[CH:10][CH:9]=2)=[C:6]([Cl:14])[N:5]=[CH:4][N:3]=1.[Cl:15][C:16]1[CH:21]=[CH:20][C:19](B(O)O)=[CH:18][CH:17]=1.C([O-])([O-])=O.[Na+].[Na+].O. Product: [Cl:14][C:6]1[C:7]([C:8]2[CH:13]=[CH:12][CH:11]=[CH:10][CH:9]=2)=[C:2]([C:19]2[CH:20]=[CH:21][C:16]([Cl:15])=[CH:17][CH:18]=2)[N:3]=[CH:4][N:5]=1. The catalyst class is: 109. (3) Reactant: [OH:1][C:2]1[C:3](=[O:8])[NH:4][CH:5]=[CH:6][CH:7]=1.I[CH3:10].S([O-])([O-])=O.[Na+].[Na+]. Product: [CH3:10][N:4]1[CH:5]=[CH:6][CH:7]=[C:2]([OH:1])[C:3]1=[O:8]. The catalyst class is: 6.